Dataset: Forward reaction prediction with 1.9M reactions from USPTO patents (1976-2016). Task: Predict the product of the given reaction. (1) The product is: [Cl:20][C:17]1[CH:16]=[CH:15][C:14]([CH2:13][CH:5]2[C:6](=[O:12])[C:7]([CH3:11])([CH3:10])[CH2:8][CH2:9]2)=[CH:19][CH:18]=1. Given the reactants COC([C:5]1([CH2:13][C:14]2[CH:19]=[CH:18][C:17]([Cl:20])=[CH:16][CH:15]=2)[CH2:9][CH2:8][C:7]([CH3:11])([CH3:10])[C:6]1=[O:12])=O.CN(C)C(=O)C.Cl.N1C=CC=CC=1.O.C(=O)(O)[O-].[Na+], predict the reaction product. (2) Given the reactants [Br:1][C:2]1[CH:10]=[CH:9][C:5]([C:6](O)=[O:7])=[C:4]([CH3:11])[CH:3]=1.O, predict the reaction product. The product is: [Br:1][C:2]1[CH:10]=[CH:9][C:5]([CH2:6][OH:7])=[C:4]([CH3:11])[CH:3]=1. (3) Given the reactants [Cl:1][C:2]1[C:3]([F:9])=[C:4](I)[CH:5]=[CH:6][CH:7]=1.C1(P(C2C=CC=CC=2)C2C=CC=CC=2)C=CC=CC=1.[CH2:29]([OH:32])[C:30]#[CH:31].C(N(C(C)C)CC)(C)C, predict the reaction product. The product is: [Cl:1][C:2]1[C:3]([F:9])=[C:4]([C:31]#[C:30][CH2:29][OH:32])[CH:5]=[CH:6][CH:7]=1. (4) Given the reactants C(O[BH-](OC(=O)C)OC(=O)C)(=O)C.[Na+].[CH:15]12[NH:26][CH:23]([CH2:24][CH2:25]1)[CH2:22][C:21]1[CH:20]=[CH:19][C:18]([NH:27][C:28]3[N:33]=[C:32]([NH:34][C:35]4[CH:44]=[CH:43][CH:42]=[CH:41][C:36]=4[C:37]([NH:39][CH3:40])=[O:38])[C:31]([Cl:45])=[CH:30][N:29]=3)=[CH:17][C:16]2=1.[CH3:46][C:47]([CH3:49])=O.ClC(Cl)C, predict the reaction product. The product is: [Cl:45][C:31]1[C:32]([NH:34][C:35]2[CH:44]=[CH:43][CH:42]=[CH:41][C:36]=2[C:37]([NH:39][CH3:40])=[O:38])=[N:33][C:28]([NH:27][C:18]2[CH:19]=[CH:20][C:21]3[CH2:22][CH:23]4[N:26]([CH:47]([CH3:49])[CH3:46])[CH:15]([CH2:25][CH2:24]4)[C:16]=3[CH:17]=2)=[N:29][CH:30]=1. (5) Given the reactants [CH2:1]([N:3]([C:25](=[O:30])[C:26]([F:29])([F:28])[F:27])[CH:4]([CH3:24])[CH2:5][C:6]1[CH:23]=[CH:22][C:9]2[O:10][CH:11]([CH2:13][NH:14][C:15](=[O:21])[CH2:16][CH2:17][C:18]([OH:20])=[O:19])[O:12][C:8]=2[CH:7]=1)[CH3:2].O[N:32]1[C:36](=[O:37])[CH2:35][CH2:34][C:33]1=[O:38].C(N=C=NCCCN(C)C)C, predict the reaction product. The product is: [O:38]=[C:33]1[CH2:34][CH2:35][C:36](=[O:37])[N:32]1[O:19][C:18](=[O:20])[CH2:17][CH2:16][C:15]([NH:14][CH2:13][CH:11]1[O:10][C:9]2[CH:22]=[CH:23][C:6]([CH2:5][CH:4]([N:3]([CH2:1][CH3:2])[C:25](=[O:30])[C:26]([F:28])([F:29])[F:27])[CH3:24])=[CH:7][C:8]=2[O:12]1)=[O:21]. (6) Given the reactants CS([C:5]1[N:6]=[C:7]([S:14][C:15]2[CH:20]=[CH:19][C:18]([NH:21][C:22]([CH:24]3[CH2:26][CH2:25]3)=[O:23])=[CH:17][CH:16]=2)[C:8]2[CH2:13][O:12][CH2:11][C:9]=2[N:10]=1)(=O)=O.[CH3:27][C:28]1[CH:32]=[C:31]([NH2:33])[NH:30][N:29]=1.Cl, predict the reaction product. The product is: [CH3:27][C:28]1[CH:32]=[C:31]([NH:33][C:5]2[N:6]=[C:7]([S:14][C:15]3[CH:20]=[CH:19][C:18]([NH:21][C:22]([CH:24]4[CH2:26][CH2:25]4)=[O:23])=[CH:17][CH:16]=3)[C:8]3[CH2:13][O:12][CH2:11][C:9]=3[N:10]=2)[NH:30][N:29]=1. (7) Given the reactants [C:1]([O:5][C:6]([NH:8][C@@H:9]([CH2:13][C:14]1[CH:19]=[C:18]([F:20])[CH:17]=[C:16]([F:21])[CH:15]=1)[C:10](O)=[O:11])=[O:7])([CH3:4])([CH3:3])[CH3:2].CN1CCOCC1.ClC(OCC(C)C)=O.[BH4-].[Na+], predict the reaction product. The product is: [C:1]([O:5][C:6](=[O:7])[NH:8][C@H:9]([CH2:10][OH:11])[CH2:13][C:14]1[CH:19]=[C:18]([F:20])[CH:17]=[C:16]([F:21])[CH:15]=1)([CH3:2])([CH3:4])[CH3:3]. (8) The product is: [NH2:2][C:3]1[C:12]2[N:13]=[C:14]([CH2:37][CH2:38][O:39][CH3:40])[N:15]([CH2:16][CH2:17][CH2:18][N:19]([CH2:24][C:25]3[CH:26]=[C:27]([CH:34]=[CH:35][CH:36]=3)[O:28][CH2:29][C:30]([O:32][CH3:33])=[O:31])[C:20](=[O:23])[CH2:21][N:45]3[CH2:46][CH2:47][N:42]([CH3:41])[CH2:43][CH2:44]3)[C:11]=2[C:10]2[CH:9]=[CH:8][CH:7]=[CH:6][C:5]=2[N:4]=1. Given the reactants Cl.[NH2:2][C:3]1[C:12]2[N:13]=[C:14]([CH2:37][CH2:38][O:39][CH3:40])[N:15]([CH2:16][CH2:17][CH2:18][N:19]([CH2:24][C:25]3[CH:26]=[C:27]([CH:34]=[CH:35][CH:36]=3)[O:28][CH2:29][C:30]([O:32][CH3:33])=[O:31])[C:20](=[O:23])[CH2:21]Cl)[C:11]=2[C:10]2[CH:9]=[CH:8][CH:7]=[CH:6][C:5]=2[N:4]=1.[CH3:41][N:42]1[CH2:47][CH2:46][NH:45][CH2:44][CH2:43]1, predict the reaction product.